This data is from Microsomal clearance measurements from AstraZeneca. The task is: Regression/Classification. Given a drug SMILES string, predict its absorption, distribution, metabolism, or excretion properties. Task type varies by dataset: regression for continuous measurements (e.g., permeability, clearance, half-life) or binary classification for categorical outcomes (e.g., BBB penetration, CYP inhibition). For this dataset (clearance_microsome_az), we predict log10(clearance) (log10 of the in vitro intrinsic clearance, CLint, in uL/min per mg of human liver microsomal protein, equivalently mL/min/g; values are censored to the assay range of 3 to 150, which is 0.477 to 2.18 on this log10 scale). (1) The log10(clearance) is 2.15. The compound is O=C(O[C@H]1C[N+]2(CCCOc3ccccc3)CCC1CC2)C(O)(c1cccs1)c1cccs1. (2) The log10(clearance) is 0.880. The compound is Nc1ncnc2nc(-c3ccc(N4CCOCC4)nc3)cc(-c3cccc(Br)c3)c12. (3) The molecule is CCC(CC)NC(=O)c1cnn(-c2ccccc2)c1NS(=O)(=O)c1ccc(C)cc1. The log10(clearance) is 1.74.